From a dataset of Catalyst prediction with 721,799 reactions and 888 catalyst types from USPTO. Predict which catalyst facilitates the given reaction. (1) Product: [I:3][C:4]1[C:12]2[C:7](=[CH:8][CH:9]=[CH:10][CH:11]=2)[N:6]([CH2:14][CH2:15][CH3:16])[N:5]=1. Reactant: [H-].[Na+].[I:3][C:4]1[C:12]2[C:7](=[CH:8][CH:9]=[CH:10][CH:11]=2)[NH:6][N:5]=1.Br[CH2:14][CH2:15][CH3:16]. The catalyst class is: 20. (2) Reactant: [C:1]([O:5][C:6]([N:8]1[CH2:13][CH2:12][CH:11]([C:14]2[CH:19]=[CH:18][C:17]([NH:20]C(C3C(C4C=CC(C(F)(F)F)=CC=4)=CC=CC=3)=O)=[CH:16][CH:15]=2)[CH2:10][CH2:9]1)=[O:7])([CH3:4])([CH3:3])[CH3:2].FC(F)(F)C(O)=O. Product: [C:1]([O:5][C:6]([N:8]1[CH2:13][CH2:12][CH:11]([C:14]2[CH:19]=[CH:18][C:17]([NH2:20])=[CH:16][CH:15]=2)[CH2:10][CH2:9]1)=[O:7])([CH3:4])([CH3:2])[CH3:3]. The catalyst class is: 2. (3) Reactant: [C:1]([O:4][C@@H:5]1[C@@H:17]([O:18][C:19](=[O:21])[CH3:20])[C@H:16]([CH3:22])[O:15][C@@H:7](SC2C=CC=CC=2)[C@@H:6]1[O:23][CH2:24][C:25]1[CH:30]=[CH:29][CH:28]=[CH:27][CH:26]=1)(=[O:3])[CH3:2].[Br:31]Br. Product: [C:1]([O:4][C@@H:5]1[C@@H:17]([O:18][C:19](=[O:21])[CH3:20])[C@H:16]([CH3:22])[O:15][C@@H:7]([Br:31])[C@@H:6]1[O:23][CH2:24][C:25]1[CH:30]=[CH:29][CH:28]=[CH:27][CH:26]=1)(=[O:3])[CH3:2]. The catalyst class is: 2. (4) Reactant: [F:1][C:2]([F:11])([F:10])[C:3]1[CH:8]=[C:7]([OH:9])[CH:6]=[CH:5][N:4]=1.F[C:13]1[CH:18]=[CH:17][C:16]([N+:19]([O-:21])=[O:20])=[CH:15][CH:14]=1.[OH-].[Na+]. Product: [N+:19]([C:16]1[CH:17]=[CH:18][C:13]([O:9][C:7]2[CH:6]=[CH:5][N:4]=[C:3]([C:2]([F:1])([F:10])[F:11])[CH:8]=2)=[CH:14][CH:15]=1)([O-:21])=[O:20]. The catalyst class is: 3.